From a dataset of Full USPTO retrosynthesis dataset with 1.9M reactions from patents (1976-2016). Predict the reactants needed to synthesize the given product. Given the product [C:1]([O:5][C:6]([N:8]1[CH2:13][CH:12]2[C:10]([CH2:14][N:45]3[C:41](=[O:51])[C:42]4[C:43](=[CH:47][CH:48]=[CH:49][CH:50]=4)[C:44]3=[O:46])([CH2:11]2)[CH:9]1[C:16]1[CH:17]=[CH:18][CH:19]=[CH:20][CH:21]=1)=[O:7])([CH3:2])([CH3:3])[CH3:4], predict the reactants needed to synthesize it. The reactants are: [C:1]([O:5][C:6]([N:8]1[CH2:13][C@@H:12]2[C@@:10]([CH2:14]O)([CH2:11]2)[C@@H:9]1[C:16]1[CH:21]=[CH:20][CH:19]=[CH:18][CH:17]=1)=[O:7])([CH3:4])([CH3:3])[CH3:2].C1(P(C2C=CC=CC=2)C2C=CC=CC=2)C=CC=CC=1.[C:41]1(=[O:51])[NH:45][C:44](=[O:46])[C:43]2=[CH:47][CH:48]=[CH:49][CH:50]=[C:42]12.CCOC(/N=N/C(OCC)=O)=O.